This data is from Peptide-MHC class I binding affinity with 185,985 pairs from IEDB/IMGT. The task is: Regression. Given a peptide amino acid sequence and an MHC pseudo amino acid sequence, predict their binding affinity value. This is MHC class I binding data. The binding affinity (normalized) is 0.0847. The MHC is HLA-B57:01 with pseudo-sequence HLA-B57:01. The peptide sequence is KQWIVAGAI.